Dataset: Forward reaction prediction with 1.9M reactions from USPTO patents (1976-2016). Task: Predict the product of the given reaction. (1) The product is: [Cl:8][C:9]1[CH:18]=[C:17]2[C:12]([C:13]([NH:19][C:20]3[CH:21]=[CH:22][C:23]([F:44])=[C:24]([C@:26]4([CH3:43])[CH2:34][C:30]5([CH2:31][CH2:32][CH2:33]5)[O:29][C:28]([NH2:35])=[N:27]4)[CH:25]=3)=[N:14][CH:15]=[N:16]2)=[CH:11][CH:10]=1. Given the reactants FC(F)(F)C(O)=O.[Cl:8][C:9]1[CH:18]=[C:17]2[C:12]([C:13]([NH:19][C:20]3[CH:21]=[CH:22][C:23]([F:44])=[C:24]([C@:26]4([CH3:43])[CH2:34][C:30]5([CH2:33][CH2:32][CH2:31]5)[O:29][C:28]([NH:35]C(=O)OC(C)(C)C)=[N:27]4)[CH:25]=3)=[N:14][CH:15]=[N:16]2)=[CH:11][CH:10]=1, predict the reaction product. (2) Given the reactants [H-].[Na+].[C:3]([O:7][C:8]([N:10]1[CH2:15][CH2:14][CH:13]([NH:16][C:17]2[CH:22]=[CH:21][C:20]([C:23]#[N:24])=[CH:19][C:18]=2[O:25][C:26]2[CH:31]=[CH:30][CH:29]=[CH:28][C:27]=2Br)[CH2:12][CH2:11]1)=[O:9])([CH3:6])([CH3:5])[CH3:4], predict the reaction product. The product is: [C:3]([O:7][C:8]([N:10]1[CH2:15][CH2:14][CH:13]([N:16]2[C:17]3[CH:22]=[CH:21][C:20]([C:23]#[N:24])=[CH:19][C:18]=3[O:25][C:26]3[C:31]2=[CH:30][CH:29]=[CH:28][CH:27]=3)[CH2:12][CH2:11]1)=[O:9])([CH3:6])([CH3:5])[CH3:4]. (3) Given the reactants C([N:8]1[CH2:13][CH2:12][CH2:11][CH:10]([CH2:14][NH:15][C:16](=[O:22])[O:17][C:18]([CH3:21])([CH3:20])[CH3:19])[CH2:9]1)C1C=CC=CC=1, predict the reaction product. The product is: [NH:8]1[CH2:13][CH2:12][CH2:11][CH:10]([CH2:14][NH:15][C:16](=[O:22])[O:17][C:18]([CH3:20])([CH3:19])[CH3:21])[CH2:9]1. (4) Given the reactants [NH:1]1[C:9]2[C:4](=[N:5][C:6]([NH2:10])=[CH:7][CH:8]=2)[CH:3]=[CH:2]1.[F:11][C:12]1[CH:13]=[C:14]([CH:18]=[CH:19][C:20]=1[F:21])[C:15](Cl)=[O:16], predict the reaction product. The product is: [F:11][C:12]1[CH:13]=[C:14]([CH:18]=[CH:19][C:20]=1[F:21])[C:15]([NH:10][C:6]1[N:5]=[C:4]2[CH:3]=[CH:2][NH:1][C:9]2=[CH:8][CH:7]=1)=[O:16]. (5) The product is: [N+:25]([C:28]1[CH:35]=[C:32]2[C:31](=[CH:30][CH:29]=1)[CH:36]=[C:50]([C:49]([O:48][CH2:46][CH3:47])=[O:58])[C:52]([C:53]([O:55][CH2:56][CH3:57])=[O:54])=[CH:33]2)([O-:27])=[O:26]. Given the reactants C1(S(CC2C=CC([N+]([O-])=O)=CC=2C2OCCO2)(=O)=O)C=CC=CC=1.[N+:25]([C:28]1[CH:29]=[CH:30][C:31]([CH2:36]S(C2C=CC=CC=2)(=O)=O)=[C:32]([CH:35]=1)[CH:33]=O)([O-:27])=[O:26].[CH2:46]([O:48][C:49](=[O:58])[CH:50]([CH2:52][C:53]([O:55][CH2:56][CH3:57])=[O:54])O)[CH3:47].C([O-])([O-])=O.[K+].[K+], predict the reaction product.